This data is from Full USPTO retrosynthesis dataset with 1.9M reactions from patents (1976-2016). The task is: Predict the reactants needed to synthesize the given product. (1) Given the product [CH2:10]([O:12][CH:13]([S:19][C:20]1[N:25]=[CH:24][N:23]=[C:22]2[N:26]([C:29]3[CH:34]=[CH:33][CH:32]=[CH:31][C:30]=3[O:35][CH3:36])[N:27]=[CH:28][C:21]=12)[C:14]([NH:3][C:4]1[S:5][CH:6]=[C:7]([CH3:9])[N:8]=1)=[O:15])[CH3:11], predict the reactants needed to synthesize it. The reactants are: [H-].[Na+].[NH2:3][C:4]1[S:5][CH:6]=[C:7]([CH3:9])[N:8]=1.[CH2:10]([O:12][CH:13]([S:19][C:20]1[N:25]=[CH:24][N:23]=[C:22]2[N:26]([C:29]3[CH:34]=[CH:33][CH:32]=[CH:31][C:30]=3[O:35][CH3:36])[N:27]=[CH:28][C:21]=12)[C:14](OCC)=[O:15])[CH3:11].O. (2) Given the product [Cl:34][C:30]1[C:31]([F:33])=[CH:32][C:10]2[N:9]=[C:8]([CH:1]([O:44][CH3:43])[C:2]3[CH:7]=[CH:6][CH:5]=[CH:4][CH:3]=3)[N:12]([CH:13]([C:23]3[CH:28]=[CH:27][C:26]([O:42][CH3:41])=[CH:25][CH:24]=3)[C:14]([NH:16][CH:17]3[CH2:18][CH2:19][CH2:20][CH2:22]3)=[O:15])[C:11]=2[CH:29]=1, predict the reactants needed to synthesize it. The reactants are: [CH2:1]([C:8]1[N:12]([CH:13]([CH:23]2[CH2:28][CH2:27][CH2:26][CH2:25][CH2:24]2)[C:14]([NH:16][CH:17]2[CH2:22]C[CH2:20][CH2:19][CH2:18]2)=[O:15])[C:11]2[CH:29]=[C:30]([Cl:34])[C:31]([F:33])=[CH:32][C:10]=2[N:9]=1)[C:2]1[CH:7]=[CH:6][CH:5]=[CH:4][CH:3]=1.C1([CH:41]=[O:42])CCCCC1.[CH3:43][O:44]C1C=CC(C=O)=CC=1.ClC1C=C(CC(O)=O)C=CC=1.COC(C(O)=O)C1C=CC=CC=1.C1([N+]#[C-])CCCCC1.C1([N+]#[C-])CCCC1. (3) The reactants are: [Na].[N+:2]([C:5]1[NH:6][CH:7]=[CH:8][N:9]=1)([O-:4])=[O:3].[CH2:10](Br)[C:11]([C:13]1[CH:18]=C[CH:16]=[CH:15][CH:14]=1)=[O:12].C[N:21](C)C=O. Given the product [N+:2]([C:5]1[N:6]([CH2:10][C:11]([C:13]2[CH:18]=[N:21][CH:16]=[CH:15][CH:14]=2)=[O:12])[CH:7]=[CH:8][N:9]=1)([O-:4])=[O:3], predict the reactants needed to synthesize it. (4) Given the product [NH:6]1[CH2:7][CH2:8][CH2:9][NH:10][CH2:11][CH2:12][NH:13][CH2:14][CH:15]([C:17]([OH:19])=[O:18])[CH2:16][NH:3][CH2:4][CH2:5]1, predict the reactants needed to synthesize it. The reactants are: CC12C3(C)[N:6]4[CH2:7][CH2:8][CH2:9][N:10]3[CH2:11][CH2:12][N:13]1[CH2:14][CH:15]([C:17]([O:19]C)=[O:18])[CH2:16][N:3]2[CH2:4][CH2:5]4.Cl. (5) Given the product [Cl:1][C:2]1[N:7]=[CH:6][C:5]([O:8][CH2:12][O:11][CH2:9][CH3:10])=[CH:4][N:3]=1, predict the reactants needed to synthesize it. The reactants are: [Cl:1][C:2]1[N:7]=[CH:6][C:5]([OH:8])=[CH:4][N:3]=1.[CH2:9]([O:11][CH2:12]Cl)[CH3:10].C([O-])([O-])=O.[K+].[K+]. (6) Given the product [F:1][C:2]([F:31])([F:32])[C:3]1[CH:4]=[C:5]([CH:13]([O:15][CH:16]2[CH2:20][CH2:19][CH:18]([C:21]([OH:23])=[O:22])[CH:17]2[C:25]2[CH:26]=[CH:27][CH:28]=[CH:29][CH:30]=2)[CH3:14])[CH:6]=[C:7]([C:9]([F:12])([F:11])[F:10])[CH:8]=1, predict the reactants needed to synthesize it. The reactants are: [F:1][C:2]([F:32])([F:31])[C:3]1[CH:4]=[C:5]([CH:13]([O:15][CH:16]2[CH2:20][CH2:19][CH:18]([C:21]([O:23]C)=[O:22])[CH:17]2[C:25]2[CH:30]=[CH:29][CH:28]=[CH:27][CH:26]=2)[CH3:14])[CH:6]=[C:7]([C:9]([F:12])([F:11])[F:10])[CH:8]=1.[OH-].[Na+].